From a dataset of Forward reaction prediction with 1.9M reactions from USPTO patents (1976-2016). Predict the product of the given reaction. (1) The product is: [C:20]([C:2]1[S:3][CH:4]=[C:5]([CH2:7][O:8][N:9]2[C:17](=[O:18])[C:16]3[C:11](=[CH:12][CH:13]=[CH:14][CH:15]=3)[C:10]2=[O:19])[N:6]=1)#[C:21][CH2:22][CH2:23][CH2:24][CH3:25]. Given the reactants Br[C:2]1[S:3][CH:4]=[C:5]([CH2:7][O:8][N:9]2[C:17](=[O:18])[C:16]3[C:11](=[CH:12][CH:13]=[CH:14][CH:15]=3)[C:10]2=[O:19])[N:6]=1.[CH:20]#[C:21][CH2:22][CH2:23][CH2:24][CH3:25].C(N(CC)CC)C, predict the reaction product. (2) Given the reactants [N:1]1[C:8](Cl)=[N:7][C:5](Cl)=[N:4][C:2]=1[Cl:3].C([N:12]([CH2:15][CH3:16])[CH2:13][CH3:14])C.[NH:17]1[CH2:22][CH2:21][O:20][CH2:19][CH2:18]1.CC(C)=[O:25], predict the reaction product. The product is: [Cl:3][C:2]1[N:1]=[C:8]([N:17]2[CH2:22][CH2:21][O:20][CH2:19][CH2:18]2)[N:7]=[C:5]([N:12]2[CH2:13][CH2:14][O:25][CH2:16][CH2:15]2)[N:4]=1.